This data is from Orexin1 receptor HTS with 218,158 compounds and 233 confirmed actives. The task is: Binary Classification. Given a drug SMILES string, predict its activity (active/inactive) in a high-throughput screening assay against a specified biological target. (1) The drug is o1c2c(c(=O)c3c1cccc3OC)ccc(c1cc3c([nH]cc3)cc1)c2. The result is 1 (active). (2) The compound is O=C(NNC(=O)c1ccncc1)Cc1cc(c(cc1)C)C. The result is 0 (inactive). (3) The drug is Brc1c(cc(N2CC(CC2=O)C(O)=O)cc1)C. The result is 0 (inactive). (4) The compound is O=C(Nc1nn(c2nc3c(cc12)cccc3C)C)CCCC. The result is 0 (inactive).